Dataset: Reaction yield outcomes from USPTO patents with 853,638 reactions. Task: Predict the reaction yield, written as a fraction of the theoretical maximum amount of product (1.0 means a 100% yield; for example, 0.34 means a 34% yield). (1) The reactants are [CH3:1][C@@H:2]1[CH2:4][C@H:3]1[C:5]([OH:7])=O.C(N(CC)CC)C.ClC(OCC)=O.[N-:21]=[N+:22]=[N-:23].[Na+]. The catalyst is CC(C)=O.O.C(Cl)Cl. The product is [CH3:1][C@@H:2]1[CH2:4][C@H:3]1[C:5]([N:21]=[N+:22]=[N-:23])=[O:7]. The yield is 0.720. (2) The reactants are C(OC([N:8]1[CH2:13][CH2:12][CH2:11][C:10](=[CH:14][CH3:15])[CH2:9]1)=O)(C)(C)C.[ClH:16].O1CCOCC1. No catalyst specified. The product is [ClH:16].[CH:14](=[C:10]1[CH2:11][CH2:12][CH2:13][NH:8][CH2:9]1)[CH3:15]. The yield is 0.780. (3) The reactants are [Cl:1][C:2]1[C:6]([N:7]([CH2:19][CH3:20])[C:8](=[O:18])[CH2:9][CH2:10][S:11][CH2:12][CH2:13][C:14]([F:17])([F:16])[F:15])=[CH:5][N:4]([C:21]2[CH:22]=[N:23][CH:24]=[CH:25][CH:26]=2)[N:3]=1.[OH:27]O. The catalyst is FC(F)(F)C(O)C(F)(F)F. The product is [Cl:1][C:2]1[C:6]([N:7]([CH2:19][CH3:20])[C:8](=[O:18])[CH2:9][CH2:10][S:11]([CH2:12][CH2:13][C:14]([F:16])([F:15])[F:17])=[O:27])=[CH:5][N:4]([C:21]2[CH:22]=[N:23][CH:24]=[CH:25][CH:26]=2)[N:3]=1. The yield is 0.950. (4) The reactants are [NH2:1][C@@H:2]([CH2:27][C:28]1[CH:33]=[CH:32][CH:31]=[CH:30][CH:29]=1)[CH2:3][C@H:4]([OH:26])[C@@H:5]([NH:13][C:14]([C@@H:16]([NH:21][C:22](=[O:25])[O:23][CH3:24])[C:17]([CH3:20])([CH3:19])[CH3:18])=[O:15])[CH2:6][C:7]1[CH:12]=[CH:11][CH:10]=[CH:9][CH:8]=1.[CH3:34][C@@H:35]([CH2:54][CH3:55])[C@H:36]([N:40]1[CH2:44][CH2:43][N:42]([CH2:45][C:46]2[C:47]([CH3:52])=[N:48][CH:49]=[CH:50][CH:51]=2)[C:41]1=[O:53])[C:37](O)=[O:38].CCN=C=NCCCN(C)C.C1C=CC2N(O)N=NC=2C=1.CN1CCOCC1. The catalyst is CN(C=O)C. The product is [CH2:6]([C@H:5]([NH:13][C:14]([C@@H:16]([NH:21][C:22](=[O:25])[O:23][CH3:24])[C:17]([CH3:19])([CH3:20])[CH3:18])=[O:15])[C@@H:4]([OH:26])[CH2:3][C@@H:2]([NH:1][C:37](=[O:38])[C@@H:36]([N:40]1[CH2:44][CH2:43][N:42]([CH2:45][C:46]2[C:47]([CH3:52])=[N:48][CH:49]=[CH:50][CH:51]=2)[C:41]1=[O:53])[CH:35]([CH3:34])[CH2:54][CH3:55])[CH2:27][C:28]1[CH:29]=[CH:30][CH:31]=[CH:32][CH:33]=1)[C:7]1[CH:12]=[CH:11][CH:10]=[CH:9][CH:8]=1. The yield is 0.540. (5) The reactants are [CH3:1][N:2]1[C:6]([CH3:7])=[C:5]([CH:8]=O)[CH:4]=[N:3]1.[NH:10]1[CH2:15][CH2:14][CH:13]([C:16]2[CH:38]=[CH:37][C:19]([C:20]([NH:22][C:23]3[CH:28]=[CH:27][CH:26]=[CH:25][C:24]=3[NH:29][C:30](=[O:36])[O:31][C:32]([CH3:35])([CH3:34])[CH3:33])=[O:21])=[CH:18][CH:17]=2)[CH2:12][CH2:11]1.C(O)(=O)C.C(O[BH-](OC(=O)C)OC(=O)C)(=O)C.[Na+].C(=O)(O)[O-].[Na+]. The catalyst is ClCCl. The product is [CH3:1][N:2]1[C:6]([CH3:7])=[C:5]([CH2:8][N:10]2[CH2:15][CH2:14][CH:13]([C:16]3[CH:38]=[CH:37][C:19]([C:20]([NH:22][C:23]4[CH:28]=[CH:27][CH:26]=[CH:25][C:24]=4[NH:29][C:30](=[O:36])[O:31][C:32]([CH3:34])([CH3:35])[CH3:33])=[O:21])=[CH:18][CH:17]=3)[CH2:12][CH2:11]2)[CH:4]=[N:3]1. The yield is 0.840. (6) The reactants are [CH2:1]([NH:8][CH2:9][C@@H:10]([C:19]1[CH:28]=[CH:27][C:26]([O:29][CH2:30][C:31]2[CH:36]=[CH:35][CH:34]=[CH:33][CH:32]=2)=[C:25]2[C:20]=1[CH:21]=[CH:22][C:23](=[O:37])[NH:24]2)[O:11][Si:12]([C:15]([CH3:18])([CH3:17])[CH3:16])([CH3:14])[CH3:13])[C:2]1[CH:7]=[CH:6][CH:5]=[CH:4][CH:3]=1.C(O)(=O)C.O=[CH:43][CH2:44][CH2:45][CH2:46][CH2:47][CH2:48][CH2:49][CH2:50][CH2:51][N:52]1[CH2:57][CH2:56][CH:55]([O:58][C:59](=[O:73])[NH:60][C:61]2[CH:66]=[CH:65][CH:64]=[CH:63][C:62]=2[C:67]2[CH:72]=[CH:71][CH:70]=[CH:69][CH:68]=2)[CH2:54][CH2:53]1.C(O[BH-](OC(=O)C)OC(=O)C)(=O)C.[Na+].C(=O)(O)[O-].[Na+]. The catalyst is ClCCl. The product is [CH2:1]([N:8]([CH2:9][C@@H:10]([C:19]1[CH:28]=[CH:27][C:26]([O:29][CH2:30][C:31]2[CH:32]=[CH:33][CH:34]=[CH:35][CH:36]=2)=[C:25]2[C:20]=1[CH:21]=[CH:22][C:23](=[O:37])[NH:24]2)[O:11][Si:12]([C:15]([CH3:18])([CH3:17])[CH3:16])([CH3:14])[CH3:13])[CH2:43][CH2:44][CH2:45][CH2:46][CH2:47][CH2:48][CH2:49][CH2:50][CH2:51][N:52]1[CH2:53][CH2:54][CH:55]([O:58][C:59](=[O:73])[NH:60][C:61]2[CH:66]=[CH:65][CH:64]=[CH:63][C:62]=2[C:67]2[CH:68]=[CH:69][CH:70]=[CH:71][CH:72]=2)[CH2:56][CH2:57]1)[C:2]1[CH:7]=[CH:6][CH:5]=[CH:4][CH:3]=1. The yield is 0.800.